This data is from Forward reaction prediction with 1.9M reactions from USPTO patents (1976-2016). The task is: Predict the product of the given reaction. Given the reactants [CH3:1][O:2][P:3]([CH2:7][C:8](=[O:10])[CH3:9])(=[O:6])[O:4][CH3:5].[H-].[Na+].CC1C=CC(S([N:23]=[N+:24]=[N-])(=O)=O)=CC=1, predict the reaction product. The product is: [CH3:1][O:2][P:3]([C:7](=[N+:23]=[N-:24])[C:8](=[O:10])[CH3:9])(=[O:6])[O:4][CH3:5].